Dataset: Full USPTO retrosynthesis dataset with 1.9M reactions from patents (1976-2016). Task: Predict the reactants needed to synthesize the given product. (1) Given the product [NH2:42][C:29]1[N:30]=[CH:31][C:32]([C:2]2[N:11]=[C:10]([NH:12][CH2:13][CH:14]([CH:21]3[CH2:25][CH2:24][CH2:23][CH2:22]3)[C:15]3[CH:20]=[CH:19][CH:18]=[CH:17][CH:16]=3)[C:9]3[C:4](=[CH:5][CH:6]=[CH:7][CH:8]=3)[N:3]=2)=[C:27]([CH3:26])[CH:28]=1, predict the reactants needed to synthesize it. The reactants are: Cl[C:2]1[N:11]=[C:10]([NH:12][CH2:13][CH:14]([CH:21]2[CH2:25][CH2:24][CH2:23][CH2:22]2)[C:15]2[CH:20]=[CH:19][CH:18]=[CH:17][CH:16]=2)[C:9]2[C:4](=[CH:5][CH:6]=[CH:7][CH:8]=2)[N:3]=1.[CH3:26][C:27]1[C:32](B2OC(C)(C)C(C)(C)O2)=[CH:31][N:30]=[C:29]([NH2:42])[CH:28]=1.C(NC1C2C(=CC=CC=2)N=C(C2SC3C=CC=CC=3C=2)N=1)(C1C=CC=CC=1)C1C=CC=CC=1. (2) Given the product [Cl:14][C:15]1[CH:35]=[CH:34][C:18]([CH2:19][N:20]2[C:28]3[C:23](=[CH:24][C:25]([C:29](=[O:30])[NH:13][C@H:11]([C:7]4[CH:8]=[CH:9][CH:10]=[C:5]([CH:2]([CH3:4])[CH3:3])[CH:6]=4)[CH3:12])=[CH:26][CH:27]=3)[C:22]([CH3:32])=[C:21]2[CH3:33])=[CH:17][C:16]=1[O:36][C@@H:37]([CH:42]([CH3:43])[CH3:44])[C:38]([O:40][CH3:41])=[O:39], predict the reactants needed to synthesize it. The reactants are: Cl.[CH:2]([C:5]1[CH:6]=[C:7]([C@@H:11]([NH2:13])[CH3:12])[CH:8]=[CH:9][CH:10]=1)([CH3:4])[CH3:3].[Cl:14][C:15]1[CH:35]=[CH:34][C:18]([CH2:19][N:20]2[C:28]3[C:23](=[CH:24][C:25]([C:29](O)=[O:30])=[CH:26][CH:27]=3)[C:22]([CH3:32])=[C:21]2[CH3:33])=[CH:17][C:16]=1[O:36][C@@H:37]([CH:42]([CH3:44])[CH3:43])[C:38]([O:40][CH3:41])=[O:39].